This data is from Forward reaction prediction with 1.9M reactions from USPTO patents (1976-2016). The task is: Predict the product of the given reaction. (1) Given the reactants CO[CH2:3][NH:4][CH2:5][CH2:6][C@@H:7]([C:9]1[S:10][CH:11]=[CH:12][CH:13]=1)[OH:8], predict the reaction product. The product is: [CH3:3][NH:4][CH2:5][CH2:6][C@@H:7]([C:9]1[S:10][CH:11]=[CH:12][CH:13]=1)[OH:8]. (2) Given the reactants [Na].[C:2]([C:5]1[O:6][CH:7]=[CH:8][CH:9]=1)(=[O:4])[CH3:3].[C:10](OCC)(=[O:16])[C:11]([O:13][CH2:14]C)=[O:12].OS(O)(=O)=O, predict the reaction product. The product is: [O:6]1[CH:7]=[CH:8][CH:9]=[C:5]1[C:2](=[O:4])[CH2:3][C:10](=[O:16])[C:11]([O:13][CH3:14])=[O:12]. (3) Given the reactants Br[C:2]1[CH:7]=[CH:6][C:5]([Cl:8])=[C:4]([CH2:9][O:10][C:11]2[CH:16]=[CH:15][CH:14]=[CH:13][CH:12]=2)[CH:3]=1.[Li][CH2:18]CCC.C[Si](C)(C)[O:24][C@@H:25]1[C@@H:30]([O:31][Si](C)(C)C)[C@H:29]([O:36][Si](C)(C)C)[C@@H:28]([CH2:41][O:42][Si](C)(C)C)[O:27][C:26]1=[O:47].CS(O)(=O)=O.CCN(CC)CC, predict the reaction product. The product is: [Cl:8][C:5]1[CH:6]=[CH:7][C:2]([C@@:26]2([O:47][CH3:18])[C@H:25]([OH:24])[C@@H:30]([OH:31])[C@H:29]([OH:36])[C@@H:28]([CH2:41][OH:42])[O:27]2)=[CH:3][C:4]=1[CH2:9][O:10][C:11]1[CH:16]=[CH:15][CH:14]=[CH:13][CH:12]=1. (4) Given the reactants Cl[C:2]1[C:11]([C:12]([OH:14])=[O:13])=[CH:10][C:9]2[C:4](=[CH:5][CH:6]=[C:7]([Cl:15])[CH:8]=2)[N:3]=1.[CH2:16]([O:23][CH2:24][C@H:25]([C:27]([OH:29])=[O:28])[NH2:26])[C:17]1[CH:22]=[CH:21][CH:20]=[CH:19][CH:18]=1, predict the reaction product. The product is: [CH2:16]([O:23][CH2:24][C@@H:25]([NH:26][C:2]1[C:11]([C:12]([OH:14])=[O:13])=[CH:10][C:9]2[C:4](=[CH:5][CH:6]=[C:7]([Cl:15])[CH:8]=2)[N:3]=1)[C:27]([OH:29])=[O:28])[C:17]1[CH:22]=[CH:21][CH:20]=[CH:19][CH:18]=1. (5) Given the reactants [CH:1]1([Si:8]([CH3:11])([CH3:10])[CH3:9])[CH2:7][CH2:6][CH2:5][CH2:4][CH2:3]C1.C1CCCCCC=1.C1([Si](C)(C)C)C=CCC=C1, predict the reaction product. The product is: [CH:1]1([Si:8]([CH3:9])([CH3:10])[CH3:11])[CH2:3][CH2:4][CH2:5][CH2:6][CH2:7]1. (6) Given the reactants [C:1]([C:3]1[C:4]([C:20]([F:23])([F:22])[F:21])=[C:5]2[C:9](=[CH:10][CH:11]=1)[N:8]([CH2:12][C:13](=[NH:16])[NH:14][OH:15])[C:7]([CH2:17][CH2:18][CH3:19])=[CH:6]2)#[N:2].ClC1C=CC(SC)=CC=1C(O)=O.[CH3:36][N:37]([C:39](ON1N=NC2C=CC=NC1=2)=[N+](C)C)[CH3:38].F[P-](F)(F)(F)(F)F.C(N(CC)CC)C, predict the reaction product. The product is: [CH3:36][N:37]([CH3:39])[C:38]1[O:15][N:14]=[C:13]([CH2:12][N:8]2[C:9]3[C:5](=[C:4]([C:20]([F:22])([F:23])[F:21])[C:3]([C:1]#[N:2])=[CH:11][CH:10]=3)[CH:6]=[C:7]2[CH2:17][CH2:18][CH3:19])[N:16]=1.